This data is from Forward reaction prediction with 1.9M reactions from USPTO patents (1976-2016). The task is: Predict the product of the given reaction. (1) The product is: [CH3:33][N:28]1[C@@H:29]([CH3:32])[CH2:30][CH2:31][N:26]2[C:25](=[O:35])[N:24]=[C:23]([O:1][CH2:2][C:3]3[CH:4]=[CH:5][C:6]([O:11][C:12]4[CH:13]=[N:14][C:15]([C:18]([F:21])([F:19])[F:20])=[CH:16][CH:17]=4)=[C:7]([CH:10]=3)[C:8]#[N:9])[CH:34]=[C:27]12. Given the reactants [OH:1][CH2:2][C:3]1[CH:4]=[CH:5][C:6]([O:11][C:12]2[CH:13]=[N:14][C:15]([C:18]([F:21])([F:20])[F:19])=[CH:16][CH:17]=2)=[C:7]([CH:10]=1)[C:8]#[N:9].Cl[C:23]1[CH:34]=[C:27]2[N:28]([CH3:33])[C@@H:29]([CH3:32])[CH2:30][CH2:31][N:26]2[C:25](=[O:35])[N:24]=1, predict the reaction product. (2) Given the reactants [C:1]([C:3]1[C:4]([N:16]2[CH2:21][CH2:20][CH:19]([C:22]([OH:24])=O)[CH2:18][CH2:17]2)=[N:5][C:6]([CH2:14][CH3:15])=[C:7]([C:9]([O:11][CH2:12][CH3:13])=[O:10])[CH:8]=1)#[N:2].[F:25][C:26]1[C:31]([F:32])=[CH:30][CH:29]=[C:28]([F:33])[C:27]=1[CH2:34][S:35]([NH2:38])(=[O:37])=[O:36], predict the reaction product. The product is: [C:1]([C:3]1[C:4]([N:16]2[CH2:21][CH2:20][CH:19]([C:22](=[O:24])[NH:38][S:35]([CH2:34][C:27]3[C:28]([F:33])=[CH:29][CH:30]=[C:31]([F:32])[C:26]=3[F:25])(=[O:36])=[O:37])[CH2:18][CH2:17]2)=[N:5][C:6]([CH2:14][CH3:15])=[C:7]([CH:8]=1)[C:9]([O:11][CH2:12][CH3:13])=[O:10])#[N:2]. (3) Given the reactants Cl[CH2:2][C:3]1[C:4]([C:11]2[C:16]([Cl:17])=[CH:15][CH:14]=[CH:13][C:12]=2[Cl:18])=[N:5][O:6][C:7]=1[CH:8]([CH3:10])[CH3:9].[OH:19][C:20]1[CH:25]=[CH:24][C:23]([C:26]2[CH:35]=[C:34]3[C:29]([CH:30]=[CH:31][C:32]([C:36]([O:38][CH3:39])=[O:37])=[CH:33]3)=[CH:28][CH:27]=2)=[CH:22][CH:21]=1.C(=O)([O-])[O-].[Cs+].[Cs+], predict the reaction product. The product is: [Cl:18][C:12]1[CH:13]=[CH:14][CH:15]=[C:16]([Cl:17])[C:11]=1[C:4]1[C:3]([CH2:2][O:19][C:20]2[CH:21]=[CH:22][C:23]([C:26]3[CH:35]=[C:34]4[C:29]([CH:30]=[CH:31][C:32]([C:36]([O:38][CH3:39])=[O:37])=[CH:33]4)=[CH:28][CH:27]=3)=[CH:24][CH:25]=2)=[C:7]([CH:8]([CH3:10])[CH3:9])[O:6][N:5]=1. (4) Given the reactants [C:1]([NH:4][CH:5]1[CH2:10][CH2:9][O:8][C:6]1=[O:7])(=[O:3])[CH3:2].[CH3:11][SH:12], predict the reaction product. The product is: [C:1]([NH:4][C@H:5]([C:6]([OH:8])=[O:7])[CH2:10][CH2:9][S:12][CH3:11])(=[O:3])[CH3:2]. (5) Given the reactants [CH3:1][C:2]1[CH:7]=[CH:6][C:5]([S:8]([CH:11]([C:14]2[CH:19]=[CH:18][CH:17]=[C:16](I)[CH:15]=2)[N+:12]#[C-:13])(=[O:10])=[O:9])=[CH:4][CH:3]=1.CN1C(C2SC3N=CN=C(N)C=3N=2)=C(C2C=CC=CC=2)N=C1C#C[Si](C)(C)C.IC1C=C(C(N[CH:68]=[O:69])S(C2C=CC(C)=CC=2)(=O)=O)C=CC=1, predict the reaction product. The product is: [CH3:1][C:2]1[CH:7]=[CH:6][C:5]([S:8]([CH:11]([N+:12]#[C-:13])[C:14]2[CH:19]=[CH:18][C:17]([O:69][CH3:68])=[CH:16][CH:15]=2)(=[O:10])=[O:9])=[CH:4][CH:3]=1. (6) Given the reactants [Br:1][C:2]1[N:7]=[C:6]([CH:8]=O)[CH:5]=[CH:4][CH:3]=1.[NH:10]1[CH2:15][CH2:14][O:13][CH2:12][CH2:11]1, predict the reaction product. The product is: [Br:1][C:2]1[N:7]=[C:6]([CH2:8][N:10]2[CH2:15][CH2:14][O:13][CH2:12][CH2:11]2)[CH:5]=[CH:4][CH:3]=1.